The task is: Regression. Given a peptide amino acid sequence and an MHC pseudo amino acid sequence, predict their binding affinity value. This is MHC class I binding data.. This data is from Peptide-MHC class I binding affinity with 185,985 pairs from IEDB/IMGT. (1) The binding affinity (normalized) is 0.508. The MHC is HLA-A02:06 with pseudo-sequence HLA-A02:06. The peptide sequence is GLISLILQI. (2) The peptide sequence is RRFNLFNKF. The MHC is HLA-B15:09 with pseudo-sequence HLA-B15:09. The binding affinity (normalized) is 0.0847. (3) The peptide sequence is FNNTKFDYY. The MHC is HLA-A29:02 with pseudo-sequence HLA-A29:02. The binding affinity (normalized) is 0.530. (4) The peptide sequence is SQVNPITLTA. The MHC is HLA-A02:06 with pseudo-sequence HLA-A02:06. The binding affinity (normalized) is 0.550. (5) The peptide sequence is NIFPFFVAF. The MHC is HLA-A32:01 with pseudo-sequence HLA-A32:01. The binding affinity (normalized) is 0.773. (6) The peptide sequence is WHQARFEEL. The MHC is HLA-A24:02 with pseudo-sequence HLA-A24:02. The binding affinity (normalized) is 0.161. (7) The peptide sequence is SRFQGTLYL. The MHC is Mamu-B08 with pseudo-sequence Mamu-B08. The binding affinity (normalized) is 0.723. (8) The peptide sequence is FLAFFSNGV. The MHC is HLA-A02:01 with pseudo-sequence HLA-A02:01. The binding affinity (normalized) is 0.758. (9) The peptide sequence is MSYAMCLNTF. The MHC is HLA-B44:02 with pseudo-sequence HLA-B44:02. The binding affinity (normalized) is 0.336. (10) The peptide sequence is TEEVQWTEMAE. The MHC is Mamu-B03 with pseudo-sequence Mamu-B03. The binding affinity (normalized) is 0.